From a dataset of Full USPTO retrosynthesis dataset with 1.9M reactions from patents (1976-2016). Predict the reactants needed to synthesize the given product. (1) Given the product [CH3:1][CH:2]1[C:11]2[C:6](=[C:7]([CH3:16])[CH:8]=[C:9]([C:13]([C:24]3[CH:23]=[N:22][N:21]([CH2:19][CH3:20])[C:25]=3[OH:26])=[O:15])[C:10]=2[CH3:12])[S:5](=[O:18])(=[O:17])[CH2:4][CH2:3]1, predict the reactants needed to synthesize it. The reactants are: [CH3:1][CH:2]1[C:11]2[C:6](=[C:7]([CH3:16])[CH:8]=[C:9]([C:13]([OH:15])=O)[C:10]=2[CH3:12])[S:5](=[O:18])(=[O:17])[CH2:4][CH2:3]1.[CH2:19]([N:21]1[C:25]([OH:26])=[CH:24][CH:23]=[N:22]1)[CH3:20].C1(N=C=NC2CCCCC2)CCCCC1.C(=O)([O-])[O-].[K+].[K+]. (2) Given the product [NH2:14][C:11]1[N:10]=[C:9]([NH2:15])[C:8]([O:7][C:6]2[C:5]([CH:17]([CH3:19])[CH3:18])=[CH:4][C:3]([O:20][CH3:21])=[C:2]([NH:1][C:25]([NH:24][CH2:22][CH3:23])=[O:26])[CH:16]=2)=[CH:13][N:12]=1, predict the reactants needed to synthesize it. The reactants are: [NH2:1][C:2]1[C:3]([O:20][CH3:21])=[CH:4][C:5]([CH:17]([CH3:19])[CH3:18])=[C:6]([CH:16]=1)[O:7][C:8]1[C:9]([NH2:15])=[N:10][C:11]([NH2:14])=[N:12][CH:13]=1.[CH2:22]([N:24]=[C:25]=[O:26])[CH3:23]. (3) Given the product [CH2:27]([C:25]1[NH:26][C:22]([CH2:21][N:12]2[C:13]3[N:14]=[CH:15][NH:16][C:17]=3[C:18](=[O:19])[NH:20][C:10]2=[S:11])=[C:23]([Cl:31])[N:24]=1)[CH2:28][CH2:29][CH3:30], predict the reactants needed to synthesize it. The reactants are: C(N[C:10]([N:12]([CH2:21][C:22]1[NH:26][C:25]([CH2:27][CH2:28][CH2:29][CH3:30])=[N:24][C:23]=1[Cl:31])[C:13]1[N:14]=[CH:15][NH:16][C:17]=1[C:18]([NH2:20])=[O:19])=[S:11])(=O)C1C=CC=CC=1. (4) The reactants are: [F:1][C:2]1[CH:7]=[CH:6][C:5]([OH:8])=[CH:4][CH:3]=1.[Br:9][CH2:10][CH2:11][CH2:12]Br.C([O-])([O-])=O.[Cs+].[Cs+]. Given the product [F:1][C:2]1[CH:7]=[CH:6][C:5]([O:8][CH2:12][CH2:11][CH2:10][Br:9])=[CH:4][CH:3]=1, predict the reactants needed to synthesize it. (5) Given the product [CH3:41][C:35]1[CH:36]=[C:37]([F:40])[CH:38]=[CH:39][C:34]=1[C@@H:19]1[N:18]([C:16]([N:15]([C@@H:13]([C:5]2[CH:4]=[C:3]([C:2]([F:1])([F:43])[F:44])[CH:8]=[C:7]([C:9]([F:12])([F:11])[F:10])[CH:6]=2)[CH3:14])[CH3:42])=[O:17])[CH2:23][CH2:22][C@H:21]([N:24]2[CH2:25][C@@H:26]3[CH2:32][CH2:31][C:30](=[O:33])[N:27]3[CH2:28][CH2:29]2)[CH2:20]1.[CH:90](/[C:89]([OH:96])=[O:95])=[CH:91]/[C:92]([OH:94])=[O:93], predict the reactants needed to synthesize it. The reactants are: [F:1][C:2]([F:44])([F:43])[C:3]1[CH:4]=[C:5]([C@H:13]([N:15]([CH3:42])[C:16]([N:18]2[CH2:23][CH2:22][C@H:21]([N:24]3[CH2:29][CH2:28][N:27]4[C:30](=[O:33])[CH2:31][CH2:32][C@H:26]4[CH2:25]3)[CH2:20][C@@H:19]2[C:34]2[CH:39]=[CH:38][C:37]([F:40])=[CH:36][C:35]=2[CH3:41])=[O:17])[CH3:14])[CH:6]=[C:7]([C:9]([F:12])([F:11])[F:10])[CH:8]=1.FC(F)(F)C1C=C([C@H](N(C)C(N2CC[C@@H](N3CCN4C(=O)CC[C@H]4C3)C[C@@H]2C2C=CC(F)=CC=2C)=O)C)C=C(C(F)(F)F)C=1.[C:89]([OH:96])(=[O:95])/[CH:90]=[CH:91]\[C:92]([OH:94])=[O:93].C(CC(C)(C)C)(C)C. (6) Given the product [F:1][C:2]([F:25])([C:18]1[CH:23]=[CH:22][C:21]([F:24])=[CH:20][N:19]=1)[C:3]1[N:12]=[C:11]([NH:46][C:43]2[CH:42]=[C:41]([CH3:40])[NH:45][N:44]=2)[C:10]2[C:5](=[CH:6][C:7]([S:14]([CH3:17])(=[O:16])=[O:15])=[CH:8][CH:9]=2)[N:4]=1, predict the reactants needed to synthesize it. The reactants are: [F:1][C:2]([F:25])([C:18]1[CH:23]=[CH:22][C:21]([F:24])=[CH:20][N:19]=1)[C:3]1[N:12]=[C:11](O)[C:10]2[C:5](=[CH:6][C:7]([S:14]([CH3:17])(=[O:16])=[O:15])=[CH:8][CH:9]=2)[N:4]=1.P(Br)(Br)(Br)=O.CCN(C(C)C)C(C)C.[CH3:40][C:41]1[NH:45][N:44]=[C:43]([NH2:46])[CH:42]=1.